Regression. Given a peptide amino acid sequence and an MHC pseudo amino acid sequence, predict their binding affinity value. This is MHC class II binding data. From a dataset of Peptide-MHC class II binding affinity with 134,281 pairs from IEDB. (1) The binding affinity (normalized) is 0.926. The MHC is DRB1_0101 with pseudo-sequence DRB1_0101. The peptide sequence is YDKFLANLSTVLTGK. (2) The peptide sequence is PNYLALLVKYVDGDG. The MHC is DRB1_1501 with pseudo-sequence DRB1_1501. The binding affinity (normalized) is 0.588. (3) The peptide sequence is QVYPRSWSAVMLTFD. The binding affinity (normalized) is 0.395. The MHC is HLA-DQA10201-DQB10202 with pseudo-sequence HLA-DQA10201-DQB10202. (4) The peptide sequence is PSSASPWSWPDLDLK. The MHC is HLA-DQA10102-DQB10501 with pseudo-sequence HLA-DQA10102-DQB10501. The binding affinity (normalized) is 0. (5) The MHC is DRB1_1302 with pseudo-sequence DRB1_1302. The binding affinity (normalized) is 0.329. The peptide sequence is LIRKKLMTSPKWVQM. (6) The MHC is HLA-DQA10501-DQB10301 with pseudo-sequence HLA-DQA10501-DQB10301. The binding affinity (normalized) is 0.775. The peptide sequence is ALTKAITAMSEVQKV. (7) The peptide sequence is ALRIIAGTPEVHAVK. The MHC is DRB1_1201 with pseudo-sequence DRB1_1201. The binding affinity (normalized) is 0.588. (8) The peptide sequence is PEVKYTVFETALKKAITAMS. The MHC is DRB3_0101 with pseudo-sequence DRB3_0101. The binding affinity (normalized) is 0.0588. (9) The peptide sequence is YDKFLANVSTPLTGK. The MHC is DRB1_1001 with pseudo-sequence DRB1_1001. The binding affinity (normalized) is 0.739. (10) The peptide sequence is QAGGKLCPNNLCCSQ. The MHC is DRB4_0101 with pseudo-sequence DRB4_0103. The binding affinity (normalized) is 0.